From a dataset of Drug-target binding data from BindingDB using Kd measurements. Regression. Given a target protein amino acid sequence and a drug SMILES string, predict the binding affinity score between them. We predict pKd (pKd = -log10(Kd in M); higher means stronger binding). Dataset: bindingdb_kd. The target protein sequence is MAAAAAAGPEMVRGQVFDVGPRYTNLSYIGEGAYGMVCSAYDNLNKVRVAIKKISPFEHQTYCQRTLREIKILLRFRHENIIGINDIIRAPTIEQMKDVYIVQDLMETDLYKLLKTQHLSNDHICYFLYQILRGLKYIHSANVLHRDLKPSNLLLNTTCDLKICDFGLARVADPDHDHTGFLTEYVATRWYRAPEIMLNSKGYTKSIDIWSVGCILAEMLSNRPIFPGKHYLDQLNHILGILGSPSQEDLNCIINLKARNYLLSLPHKNKVPWNRLFPNADSKALDLLDKMLTFNPHKRIEVEQALAHPYLEQYYDPSNEPIAEAPFKFDMELDDLPKEKLKELIFEETARFQPGYRS. The drug is CCOc1ccc(/C=C2\SC(=S)N(CCN)C2=O)cc1. The pKd is 5.2.